The task is: Predict the product of the given reaction.. This data is from Forward reaction prediction with 1.9M reactions from USPTO patents (1976-2016). (1) Given the reactants C(N(CC)CC)C.[NH2:8][C:9]1[C:10]([S:18][CH3:19])=[N:11][C:12]([CH3:17])=[CH:13][C:14]=1[S:15][CH3:16].[CH2:20]1C[O:23][CH2:22][CH2:21]1, predict the reaction product. The product is: [CH3:19][S:18][C:10]1[C:9]([NH:8][C:22](=[O:23])[CH:21]=[CH2:20])=[C:14]([S:15][CH3:16])[CH:13]=[C:12]([CH3:17])[N:11]=1. (2) Given the reactants O1CCCC1.[F-].C([N+](CCCC)(CCCC)CCCC)CCC.[Cl:24][C:25]1[CH:26]=[CH:27][C:28]2[N:29]([N:35]=[C:36]([C:58]3[CH:63]=[CH:62][CH:61]=[CH:60][CH:59]=3)[C:37]=2[CH:38]([OH:57])[C:39]2[CH:44]=[CH:43][CH:42]=[C:41]([C:45]3[CH:50]=[C:49]([F:51])[C:48]([O:52][CH2:53][O:54][CH3:55])=[C:47]([F:56])[CH:46]=3)[N:40]=2)[C:30]=1[Si](C)(C)C.[Cl-].[NH4+], predict the reaction product. The product is: [Cl:24][C:25]1[CH:26]=[CH:27][C:28]2[N:29]([N:35]=[C:36]([C:58]3[CH:59]=[CH:60][CH:61]=[CH:62][CH:63]=3)[C:37]=2[CH:38]([OH:57])[C:39]2[CH:44]=[CH:43][CH:42]=[C:41]([C:45]3[CH:46]=[C:47]([F:56])[C:48]([O:52][CH2:53][O:54][CH3:55])=[C:49]([F:51])[CH:50]=3)[N:40]=2)[CH:30]=1. (3) Given the reactants [N+:1]([C:4]1[CH:5]=[C:6]2[C:10](=[CH:11][CH:12]=1)[N:9]([CH2:13][C:14]1[CH:15]=[C:16]([CH:21]=[CH:22][CH:23]=1)[C:17]([O:19]C)=[O:18])[N:8]=[CH:7]2)([O-:3])=[O:2].[OH-].[Na+].CO, predict the reaction product. The product is: [N+:1]([C:4]1[CH:5]=[C:6]2[C:10](=[CH:11][CH:12]=1)[N:9]([CH2:13][C:14]1[CH:15]=[C:16]([CH:21]=[CH:22][CH:23]=1)[C:17]([OH:19])=[O:18])[N:8]=[CH:7]2)([O-:3])=[O:2]. (4) Given the reactants [NH2:1][C:2]1[N:7]=[C:6]([C:8]2[C:16]3[C:11](=[CH:12][CH:13]=[C:14]([C:17]#[C:18][C:19]4([OH:24])[CH2:23][CH2:22][CH2:21][CH2:20]4)[CH:15]=3)[NH:10][CH:9]=2)[C:5]([Cl:25])=[CH:4][N:3]=1.Br[CH2:27][CH2:28][O:29][CH2:30][CH2:31][O:32][CH3:33].C([O-])([O-])=O.[Cs+].[Cs+], predict the reaction product. The product is: [NH2:1][C:2]1[N:7]=[C:6]([C:8]2[C:16]3[C:11](=[CH:12][CH:13]=[C:14]([C:17]#[C:18][C:19]4([OH:24])[CH2:23][CH2:22][CH2:21][CH2:20]4)[CH:15]=3)[N:10]([CH2:27][CH2:28][O:29][CH2:30][CH2:31][O:32][CH3:33])[CH:9]=2)[C:5]([Cl:25])=[CH:4][N:3]=1. (5) Given the reactants [F:1][C:2]1[CH:40]=[CH:39][C:5]([C:6](/[N:8]=[C:9]2\[NH:10][C:11]3[CH:27]=[CH:26][C:25]([CH2:28][N:29]4[CH2:34][CH2:33][CH:32]([C:35]([OH:38])([CH3:37])[CH3:36])[CH2:31][CH2:30]4)=[CH:24][C:12]=3[N:13]\2[C@@H:14]2[CH2:19][CH2:18][C@H:17]([C:20]([O:22]C)=[O:21])[CH2:16][CH2:15]2)=[O:7])=[CH:4][CH:3]=1.[OH-].[Na+], predict the reaction product. The product is: [F:1][C:2]1[CH:40]=[CH:39][C:5]([C:6](/[N:8]=[C:9]2\[NH:10][C:11]3[CH:27]=[CH:26][C:25]([CH2:28][N:29]4[CH2:30][CH2:31][CH:32]([C:35]([OH:38])([CH3:36])[CH3:37])[CH2:33][CH2:34]4)=[CH:24][C:12]=3[N:13]\2[C@@H:14]2[CH2:19][CH2:18][C@H:17]([C:20]([OH:22])=[O:21])[CH2:16][CH2:15]2)=[O:7])=[CH:4][CH:3]=1. (6) Given the reactants Br[C:2]1[N:7]=[N:6][C:5]([NH2:8])=[N:4][C:3]=1[C:9]1[CH:14]=[CH:13][C:12]([F:15])=[CH:11][C:10]=1[F:16].[Cl:17][C:18]1[CH:19]=[C:20](B(O)O)[CH:21]=[CH:22][CH:23]=1, predict the reaction product. The product is: [Cl:17][C:18]1[CH:23]=[C:22]([C:2]2[N:7]=[N:6][C:5]([NH2:8])=[N:4][C:3]=2[C:9]2[CH:14]=[CH:13][C:12]([F:15])=[CH:11][C:10]=2[F:16])[CH:21]=[CH:20][CH:19]=1. (7) Given the reactants CN1CCOCC1.[C:8]([O:12][C:13]([NH:15][C@@H:16]([CH2:21][CH:22]=[CH2:23])[CH2:17][C:18](O)=[O:19])=[O:14])([CH3:11])([CH3:10])[CH3:9].ClC(OCC)=O, predict the reaction product. The product is: [OH:19][CH2:18][CH2:17][C@@H:16]([NH:15][C:13](=[O:14])[O:12][C:8]([CH3:11])([CH3:10])[CH3:9])[CH2:21][CH:22]=[CH2:23].